Dataset: Forward reaction prediction with 1.9M reactions from USPTO patents (1976-2016). Task: Predict the product of the given reaction. (1) Given the reactants CCN(C(C)C)C(C)C.Cl.[NH2:11][C:12]1[CH:17]=[CH:16][C:15]([O:18][CH3:19])=[CH:14][C:13]=1[OH:20].Cl[CH2:22][C:23](Cl)=[O:24].C(=O)([O-])[O-].[K+].[K+], predict the reaction product. The product is: [CH3:19][O:18][C:15]1[CH:16]=[CH:17][C:12]2[NH:11][C:23](=[O:24])[CH2:22][O:20][C:13]=2[CH:14]=1. (2) Given the reactants [C:1]([NH:5][S:6]([C:9]1[C:17]2[S:16][N:15]=[C:14]([NH:18][CH2:19][CH2:20][CH2:21][NH:22][C:23](=[O:31])[C:24]3[CH:29]=[CH:28][C:27](I)=[CH:26][CH:25]=3)[C:13]=2[CH:12]=[CH:11][CH:10]=1)(=[O:8])=[O:7])([CH3:4])([CH3:3])[CH3:2].[CH3:32][O:33][C:34]1[CH:39]=[CH:38][C:37](B(O)O)=[CH:36][CH:35]=1.C(=O)([O-])[O-].[Na+].[Na+], predict the reaction product. The product is: [C:1]([NH:5][S:6]([C:9]1[C:17]2[S:16][N:15]=[C:14]([NH:18][CH2:19][CH2:20][CH2:21][NH:22][C:23]([C:24]3[CH:29]=[CH:28][C:27]([C:37]4[CH:38]=[CH:39][C:34]([O:33][CH3:32])=[CH:35][CH:36]=4)=[CH:26][CH:25]=3)=[O:31])[C:13]=2[CH:12]=[CH:11][CH:10]=1)(=[O:8])=[O:7])([CH3:4])([CH3:3])[CH3:2].